From a dataset of Reaction yield outcomes from USPTO patents with 853,638 reactions. Predict the reaction yield, written as a fraction of the theoretical maximum amount of product (1.0 means a 100% yield; for example, 0.34 means a 34% yield). (1) The reactants are [OH-:1].[Na+:2].CO.[CH:5]1[N:9]=[CH:8][N:7]([CH2:10][C:11]([P:17]([OH:20])([OH:19])=[O:18])([P:13]([OH:16])([OH:15])=[O:14])[OH:12])[CH:6]=1. The catalyst is O. The product is [CH:5]1[N:9]=[CH:8][N:7]([CH2:10][C:11]([P:13]([O-:16])([OH:15])=[O:14])([P:17]([O-:19])([OH:20])=[O:18])[OH:12])[CH:6]=1.[OH2:1].[OH2:12].[OH2:12].[OH2:12].[Na+:2].[Na+:2]. The yield is 0.970. (2) The reactants are [N:1]1[C:2]([C:10]([OH:12])=O)=[CH:3][N:4]2[CH:9]=[CH:8][CH:7]=N[C:5]=12.[C:13]([C:17]1[N:22]=[C:21]([CH3:23])[N:20]=[C:19]([N:24]2[CH2:29][CH2:28][N:27]([CH2:30][CH2:31][CH2:32][CH2:33][NH2:34])[CH2:26][CH2:25]2)[CH:18]=1)([CH3:16])([CH3:15])[CH3:14].[CH:35](Cl)(Cl)Cl.CO. No catalyst specified. The product is [C:13]([C:17]1[N:22]=[C:21]([CH3:23])[N:20]=[C:19]([N:24]2[CH2:25][CH2:26][N:27]([CH2:30][CH2:31][CH2:32][CH2:33][NH:34][C:10]([C:2]3[N:1]=[C:5]4[CH:35]=[CH:7][CH:8]=[CH:9][N:4]4[CH:3]=3)=[O:12])[CH2:28][CH2:29]2)[CH:18]=1)([CH3:16])([CH3:14])[CH3:15]. The yield is 0.350. (3) The reactants are [CH:1](=[C:8]1/[N:9]=[C:10]([C:14]2[CH:19]=[C:18]([C:20]([F:23])([F:22])[F:21])[CH:17]=[C:16]([C:24]([F:27])([F:26])[F:25])[CH:15]=2)[NH:11][C:12]/1=[O:13])/[C:2]1[CH:7]=[CH:6][CH:5]=[CH:4][CH:3]=1.[CH:28](=[O:37])/[CH:29]=[CH:30]/[C:31]1[CH:36]=[CH:35][CH:34]=[CH:33][CH:32]=1. No catalyst specified. The product is [CH2:30]([CH:29]1[C:28](=[O:37])[O:13][C:12]2[NH:11][C:10]([C:14]3[CH:19]=[C:18]([C:20]([F:21])([F:22])[F:23])[CH:17]=[C:16]([C:24]([F:27])([F:25])[F:26])[CH:15]=3)=[N:9][C:8]=2[CH:1]1[C:2]1[CH:7]=[CH:6][CH:5]=[CH:4][CH:3]=1)[C:31]1[CH:36]=[CH:35][CH:34]=[CH:33][CH:32]=1. The yield is 0.570. (4) The reactants are CO[C:3](=[O:13])[C:4]([CH3:12])([CH3:11])[CH2:5][O:6][CH2:7][CH2:8][O:9][CH3:10].[C:14](#[N:16])[CH3:15].[H-].[Na+].Cl. The catalyst is C1(C)C=CC=CC=1. The product is [CH3:10][O:9][CH2:8][CH2:7][O:6][CH2:5][C:4]([CH3:11])([CH3:12])[C:3](=[O:13])[CH2:15][C:14]#[N:16]. The yield is 0.942. (5) The reactants are [OH-].[Li+].[CH:3]1([C@H:9]([NH:14][C:15]([C:17]2[CH:22]=[CH:21][C:20]([C:23]3[CH:27]=[CH:26][S:25][CH:24]=3)=[CH:19][C:18]=2[NH:28][C:29]([NH:31][C:32]2[C:37]([CH3:38])=[CH:36][CH:35]=[CH:34][C:33]=2[CH3:39])=[O:30])=[O:16])[C:10]([O:12]C)=[O:11])[CH2:8][CH2:7][CH2:6][CH2:5][CH2:4]1.CO.O. The catalyst is C1COCC1. The product is [CH:3]1([C@H:9]([NH:14][C:15]([C:17]2[CH:22]=[CH:21][C:20]([C:23]3[CH:27]=[CH:26][S:25][CH:24]=3)=[CH:19][C:18]=2[NH:28][C:29]([NH:31][C:32]2[C:33]([CH3:39])=[CH:34][CH:35]=[CH:36][C:37]=2[CH3:38])=[O:30])=[O:16])[C:10]([OH:12])=[O:11])[CH2:4][CH2:5][CH2:6][CH2:7][CH2:8]1. The yield is 0.480. (6) The reactants are [CH3:1][N:2]([CH:4]=[O:5])C.C(Cl)(=O)C(Cl)=O.C[NH2:13].[H][H].[C:16]1(C)C=[CH:20][CH:19]=[CH:18][CH:17]=1. The catalyst is CCO.[Pd].C1COCC1. The product is [CH3:1][NH:2][C:4]([C@@H:17]1[CH2:18][CH2:19][CH2:20][NH:13][CH2:16]1)=[O:5]. The yield is 1.13. (7) The reactants are [Cl:1][C:2]1[C:3]([CH3:12])=[C:4]([S:8](Cl)(=[O:10])=[O:9])[CH:5]=[CH:6][CH:7]=1.N1C=CC=CC=1.[NH2:19][C:20]1[CH:21]=[C:22]2[C:27](=[CH:28][CH:29]=1)[N:26]=[C:25]([CH3:30])[CH:24]=[N:23]2.C([O-])(O)=O.[Na+]. The catalyst is ClCCl. The product is [Cl:1][C:2]1[C:3]([CH3:12])=[C:4]([S:8]([NH:19][C:20]2[CH:21]=[C:22]3[C:27](=[CH:28][CH:29]=2)[N:26]=[C:25]([CH3:30])[CH:24]=[N:23]3)(=[O:10])=[O:9])[CH:5]=[CH:6][CH:7]=1. The yield is 0.920. (8) The yield is 0.840. The product is [CH3:1][O:2][C:3]1[CH:4]=[CH:5][C:6]([N:9]2[C:13]([C:14]([OH:16])=[O:15])=[CH:12][C:11]([C:18]([O:20][CH2:21][CH3:22])=[O:19])=[N:10]2)=[CH:7][CH:8]=1. The reactants are [CH3:1][O:2][C:3]1[CH:8]=[CH:7][C:6]([N:9]2[C:13]([C:14]([O:16]C)=[O:15])=[CH:12][C:11]([C:18]([O:20][CH2:21][CH3:22])=[O:19])=[N:10]2)=[CH:5][CH:4]=1.O.[OH-].[Li+]. The catalyst is O1CCCC1.O. (9) The reactants are [CH3:1][O:2][C@H:3]1[CH2:20][CH2:19][C@@:18]2([CH3:21])[C:5](=[CH:6][CH2:7][C@@H:8]3[C@@H:17]2[CH2:16][CH2:15][C@@:13]2([CH3:14])[C@H:9]3[CH2:10][CH2:11][C@@H:12]2[OH:22])[CH2:4]1.[OH:23]N1C(=O)C2=CC=CC=C2C1=O. No catalyst specified. The product is [CH3:1][O:2][C@H:3]1[CH2:20][CH2:19][C@@:18]2([CH3:21])[C:5](=[CH:6][C:7](=[O:23])[C@@H:8]3[C@@H:17]2[CH2:16][CH2:15][C@@:13]2([CH3:14])[C@H:9]3[CH2:10][CH2:11][C@@H:12]2[OH:22])[CH2:4]1. The yield is 0.530.